This data is from Forward reaction prediction with 1.9M reactions from USPTO patents (1976-2016). The task is: Predict the product of the given reaction. (1) The product is: [Br:5][C:6]1[CH:11]=[CH:10][C:9]([CH2:12][C@H:13]([C:15]2[NH:19][C:18]3[CH:20]=[C:21]([F:24])[CH:22]=[CH:23][C:17]=3[N:16]=2)[NH2:14])=[CH:8][CH:7]=1. Given the reactants N#N.Cl.Cl.[Br:5][C:6]1[CH:11]=[CH:10][C:9]([CH2:12][C@H:13]([C:15]2[NH:19][C:18]3[CH:20]=[C:21]([F:24])[CH:22]=[CH:23][C:17]=3[N:16]=2)[NH2:14])=[CH:8][CH:7]=1.[OH-].[Na+], predict the reaction product. (2) Given the reactants [NH2:1][C:2]1[C:15]2[C:6](=[CH:7][C:8]3[C:9]4[C:14]=2[C:13](=[O:16])[N:12]([CH2:17][CH2:18][N:19]([CH3:21])[CH3:20])[C:11](=[O:22])[C:10]=4[CH:23]=[CH:24][CH:25]=3)[CH:5]=[CH:4][CH:3]=1.C(N(CC)CC)C.Cl[C:34]([O:36][C:37]1[CH:42]=[CH:41][C:40]([F:43])=[CH:39][CH:38]=1)=[O:35].C(Cl)Cl.CO, predict the reaction product. The product is: [CH3:21][N:19]([CH3:20])[CH2:18][CH2:17][N:12]1[C:11](=[O:22])[C:10]2[CH:23]=[CH:24][CH:25]=[C:8]3[C:9]=2[C:14](=[C:15]2[C:2]([NH:1][C:34](=[O:35])[O:36][C:37]4[CH:42]=[CH:41][C:40]([F:43])=[CH:39][CH:38]=4)=[CH:3][CH:4]=[CH:5][C:6]2=[CH:7]3)[C:13]1=[O:16]. (3) The product is: [NH2:18][C:19]1[C:24]([C:25]#[N:26])=[C:23]([C:27]2[CH:28]=[CH:29][C:30]([O:33][CH2:34][CH:35]([O:37][Si:38]([C:41]([CH3:42])([CH3:43])[CH3:44])([CH3:39])[CH3:40])[CH3:36])=[CH:31][CH:32]=2)[C:22]([C:45]#[N:46])=[C:21]([S:47][CH2:16][C:14]2[N:11]=[C:9]([NH:8][C:5]3[CH:4]=[CH:3][C:2]([F:1])=[CH:7][CH:6]=3)[S:10][CH:13]=2)[N:20]=1. Given the reactants [F:1][C:2]1[CH:7]=[CH:6][C:5]([NH:8][C:9]([NH2:11])=[S:10])=[CH:4][CH:3]=1.Cl[CH2:13][C:14]([CH2:16]Cl)=O.[NH2:18][C:19]1[C:24]([C:25]#[N:26])=[C:23]([C:27]2[CH:32]=[CH:31][C:30]([O:33][CH2:34][CH:35]([O:37][Si:38]([C:41]([CH3:44])([CH3:43])[CH3:42])([CH3:40])[CH3:39])[CH3:36])=[CH:29][CH:28]=2)[C:22]([C:45]#[N:46])=[C:21]([SH:47])[N:20]=1, predict the reaction product. (4) Given the reactants Br[C:2]1[S:6][C:5]([C:7]([NH:9][C:10]2[CH:15]=[CH:14][C:13]([O:16][CH3:17])=[C:12]([NH:18][C:19](=[O:27])[CH2:20][N:21]3[CH2:26][CH2:25][O:24][CH2:23][CH2:22]3)[CH:11]=2)=[O:8])=[CH:4][CH:3]=1.[F:28][C:29]1[CH:34]=[CH:33][C:32](B(O)O)=[CH:31][CH:30]=1.C(=O)([O-])[O-].[Na+].[Na+], predict the reaction product. The product is: [F:28][C:29]1[CH:34]=[CH:33][C:32]([C:2]2[S:6][C:5]([C:7]([NH:9][C:10]3[CH:15]=[CH:14][C:13]([O:16][CH3:17])=[C:12]([NH:18][C:19](=[O:27])[CH2:20][N:21]4[CH2:26][CH2:25][O:24][CH2:23][CH2:22]4)[CH:11]=3)=[O:8])=[CH:4][CH:3]=2)=[CH:31][CH:30]=1.